Task: Predict the product of the given reaction.. Dataset: Forward reaction prediction with 1.9M reactions from USPTO patents (1976-2016) Given the reactants [NH:1]1[CH2:6][CH2:5][NH:4][CH2:3][CH2:2]1.Cl[CH2:8][C:9]1[O:10][C:11]2[CH:17]=[CH:16][C:15]([C:18]3[C:26]4[C:21](=[CH:22][C:23]([F:27])=[CH:24][CH:25]=4)[N:20]([S:28]([C:31]4[CH:36]=[CH:35][CH:34]=[CH:33][CH:32]=4)(=[O:30])=[O:29])[CH:19]=3)=[CH:14][C:12]=2[N:13]=1, predict the reaction product. The product is: [F:27][C:23]1[CH:22]=[C:21]2[C:26]([C:18]([C:15]3[CH:16]=[CH:17][C:11]4[O:10][C:9]([CH2:8][N:1]5[CH2:6][CH2:5][NH:4][CH2:3][CH2:2]5)=[N:13][C:12]=4[CH:14]=3)=[CH:19][N:20]2[S:28]([C:31]2[CH:32]=[CH:33][CH:34]=[CH:35][CH:36]=2)(=[O:30])=[O:29])=[CH:25][CH:24]=1.